This data is from Peptide-MHC class I binding affinity with 185,985 pairs from IEDB/IMGT. The task is: Regression. Given a peptide amino acid sequence and an MHC pseudo amino acid sequence, predict their binding affinity value. This is MHC class I binding data. The binding affinity (normalized) is 0.0847. The MHC is HLA-A80:01 with pseudo-sequence HLA-A80:01. The peptide sequence is RAMDVYCHR.